From a dataset of Full USPTO retrosynthesis dataset with 1.9M reactions from patents (1976-2016). Predict the reactants needed to synthesize the given product. (1) Given the product [OH:34][CH2:33][C:32]([NH:31][C:47]([NH:46][C:43]1[CH:44]=[CH:45][C:40]([O:39][C:38]([F:37])([F:49])[F:50])=[CH:41][CH:42]=1)=[O:48])([CH3:36])[CH3:35], predict the reactants needed to synthesize it. The reactants are: CC1(C)CCN(C2C=CC(SC(F)(F)F)=CC=2)C(=O)N1CC1C2C(=NC=CC=2)NC=1.[NH2:31][C:32]([CH3:36])([CH3:35])[CH2:33][OH:34].[F:37][C:38]([F:50])([F:49])[O:39][C:40]1[CH:45]=[CH:44][C:43]([N:46]=[C:47]=[O:48])=[CH:42][CH:41]=1. (2) Given the product [Cl:1][C:2]1[CH:8]=[CH:7][C:5]([NH:6][C:15]([CH3:22])([CH3:21])[C:16]([O:18][CH2:19][CH3:20])=[O:17])=[CH:4][CH:3]=1, predict the reactants needed to synthesize it. The reactants are: [Cl:1][C:2]1[CH:8]=[CH:7][C:5]([NH2:6])=[CH:4][CH:3]=1.C(=O)(O)[O-].[Na+].Br[C:15]([CH3:22])([CH3:21])[C:16]([O:18][CH2:19][CH3:20])=[O:17].